This data is from Full USPTO retrosynthesis dataset with 1.9M reactions from patents (1976-2016). The task is: Predict the reactants needed to synthesize the given product. The reactants are: Br[C:2]1[C:11](=[O:12])[N:10]([CH3:13])[C:9]2[C:8]([C:14]3[CH:19]=[CH:18][C:17]([F:20])=[CH:16][C:15]=3[F:21])=[N:7][N:6]=[CH:5][C:4]=2[CH:3]=1.C1(P(C2C=CC=CC=2)C2C3OC4C(=CC=CC=4P(C4C=CC=CC=4)C4C=CC=CC=4)C(C)(C)C=3C=CC=2)C=CC=CC=1.C(=O)([O-])[O-].[Cs+].[Cs+].[F:70][C:71]1[CH:76]=[C:75]([F:77])[CH:74]=[CH:73][C:72]=1[NH2:78]. Given the product [F:21][C:15]1[CH:16]=[C:17]([F:20])[CH:18]=[CH:19][C:14]=1[C:8]1[C:9]2[N:10]([CH3:13])[C:11](=[O:12])[C:2]([NH:78][C:72]3[CH:73]=[CH:74][C:75]([F:77])=[CH:76][C:71]=3[F:70])=[CH:3][C:4]=2[CH:5]=[N:6][N:7]=1, predict the reactants needed to synthesize it.